Dataset: Full USPTO retrosynthesis dataset with 1.9M reactions from patents (1976-2016). Task: Predict the reactants needed to synthesize the given product. (1) Given the product [Cl:1][C:2]1[CH:3]=[C:4]([C@@H:9]([CH2:10][NH:11][CH3:12])[C@@H:16]([C:17]2[CH:22]=[CH:21][CH:20]=[CH:19][C:18]=2[S:23]([CH3:25])=[O:24])[OH:26])[CH:5]=[CH:6][C:7]=1[Cl:8], predict the reactants needed to synthesize it. The reactants are: [Cl:1][C:2]1[CH:3]=[C:4]([CH:9]([CH:16]([OH:26])[C:17]2[CH:22]=[CH:21][CH:20]=[CH:19][C:18]=2[S:23]([CH3:25])=[O:24])[CH2:10][N:11](C)[C:12](=O)[O-])[CH:5]=[CH:6][C:7]=1[Cl:8].C(O)(C(F)(F)F)=O. (2) Given the product [NH2:40][C:38]1[S:39][CH:23]=[C:22]([C:12]2[CH:13]=[C:14]([C:15]3[CH:20]=[CH:19][CH:18]=[CH:17][C:16]=3[CH3:21])[C:9]([C:8]([N:7]([CH2:6][C:5]3[CH:28]=[C:29]([C:31]([F:34])([F:32])[F:33])[CH:30]=[C:3]([C:2]([F:36])([F:35])[F:1])[CH:4]=3)[CH3:27])=[O:26])=[CH:10][N:11]=2)[N:37]=1, predict the reactants needed to synthesize it. The reactants are: [F:1][C:2]([F:36])([F:35])[C:3]1[CH:4]=[C:5]([CH:28]=[C:29]([C:31]([F:34])([F:33])[F:32])[CH:30]=1)[CH2:6][N:7]([CH3:27])[C:8](=[O:26])[C:9]1[C:14]([C:15]2[CH:20]=[CH:19][CH:18]=[CH:17][C:16]=2[CH3:21])=[CH:13][C:12]([C:22](=O)[CH2:23]Br)=[N:11][CH:10]=1.[NH2:37][C:38]([NH2:40])=[S:39]. (3) Given the product [CH3:1][O:2][C:3]1[CH:17]=[C:16]([O:18][CH3:19])[CH:15]=[CH:14][C:4]=1[C:5]([C:7]1[CH:8]=[CH:9][C:10]([O:13][CH2:24][CH2:23][O:22][CH:20]=[CH2:21])=[CH:11][CH:12]=1)=[O:6], predict the reactants needed to synthesize it. The reactants are: [CH3:1][O:2][C:3]1[CH:17]=[C:16]([O:18][CH3:19])[CH:15]=[CH:14][C:4]=1[C:5]([C:7]1[CH:12]=[CH:11][C:10]([OH:13])=[CH:9][CH:8]=1)=[O:6].[CH:20]([O:22][CH2:23][CH2:24]Cl)=[CH2:21].C(=O)([O-])[O-].[K+].[K+].O. (4) Given the product [CH2:1]([CH:3]([CH2:12][CH3:13])[CH2:4][CH2:5][C:6]([OH:8])=[O:7])[CH3:2], predict the reactants needed to synthesize it. The reactants are: [CH2:1]([CH:3]([CH2:12][CH3:13])[CH2:4][CH:5](C(O)=O)[C:6]([OH:8])=[O:7])[CH3:2]. (5) Given the product [Cl:17][C:15]1[CH:14]=[CH:13][C:3]([O:4][CH2:5][C:6]([O:8][C:9]([CH3:12])([CH3:11])[CH3:10])=[O:7])=[C:2]([C:23]2[CH:24]=[CH:25][C:20]([O:19][CH3:18])=[CH:21][CH:22]=2)[CH:16]=1, predict the reactants needed to synthesize it. The reactants are: Br[C:2]1[CH:16]=[C:15]([Cl:17])[CH:14]=[CH:13][C:3]=1[O:4][CH2:5][C:6]([O:8][C:9]([CH3:12])([CH3:11])[CH3:10])=[O:7].[CH3:18][O:19][C:20]1[CH:25]=[CH:24][C:23](B(O)O)=[CH:22][CH:21]=1. (6) Given the product [CH3:25][N:18]([C:15]1[CH:14]=[CH:13][C:12]([C:9]2[CH:10]=[CH:11][C:6]3[N:7]([C:3]([C:2]([F:23])([F:1])[F:24])=[N:4][N:5]=3)[CH:8]=2)=[CH:17][CH:16]=1)[S:19]([CH3:22])(=[O:21])=[O:20], predict the reactants needed to synthesize it. The reactants are: [F:1][C:2]([F:24])([F:23])[C:3]1[N:7]2[CH:8]=[C:9]([C:12]3[CH:17]=[CH:16][C:15]([NH:18][S:19]([CH3:22])(=[O:21])=[O:20])=[CH:14][CH:13]=3)[CH:10]=[CH:11][C:6]2=[N:5][N:4]=1.[C:25](=O)([O-])[O-].[K+].[K+].CI.